From a dataset of Peptide-MHC class I binding affinity with 185,985 pairs from IEDB/IMGT. Regression. Given a peptide amino acid sequence and an MHC pseudo amino acid sequence, predict their binding affinity value. This is MHC class I binding data. (1) The peptide sequence is NTIVFGIYK. The MHC is HLA-A03:01 with pseudo-sequence HLA-A03:01. The binding affinity (normalized) is 0.0508. (2) The peptide sequence is DLLNVTYNI. The MHC is HLA-A02:06 with pseudo-sequence HLA-A02:06. The binding affinity (normalized) is 0.339. (3) The peptide sequence is FLKNRFEAL. The MHC is HLA-B35:01 with pseudo-sequence HLA-B35:01. The binding affinity (normalized) is 0.0847. (4) The peptide sequence is IHLQLYSL. The MHC is H-2-Kb with pseudo-sequence H-2-Kb. The binding affinity (normalized) is 0.706. (5) The binding affinity (normalized) is 0.339. The MHC is HLA-A11:01 with pseudo-sequence HLA-A11:01. The peptide sequence is IFLRFIPDK.